Dataset: Reaction yield outcomes from USPTO patents with 853,638 reactions. Task: Predict the reaction yield, written as a fraction of the theoretical maximum amount of product (1.0 means a 100% yield; for example, 0.34 means a 34% yield). (1) The reactants are [Cl:1][C:2]1[CH:7]=[C:6]([O:8][CH3:9])[C:5]([N+:10]([O-])=O)=[CH:4][C:3]=1[I:13]. The catalyst is C(O)(=O)C.O.[Fe]. The product is [Cl:1][C:2]1[C:3]([I:13])=[CH:4][C:5]([NH2:10])=[C:6]([O:8][CH3:9])[CH:7]=1. The yield is 0.850. (2) The yield is 0.500. The reactants are Cl[C:2]1C=CC=C(C(OO)=O)C=1.[CH:12]([C:15]1[C:16]([O:46][CH2:47][O:48][CH3:49])=[CH:17][C:18]([O:42][CH2:43][O:44][CH3:45])=[C:19]([C:21]2[N:25]([C:26]3[CH:31]=[CH:30][C:29]([CH2:32][N:33]4[CH2:38][CH2:37][N:36]([CH3:39])[CH2:35][CH2:34]4)=[CH:28][CH:27]=3)[C:24](SC)=[N:23][N:22]=2)[CH:20]=1)([CH3:14])[CH3:13].[S:50]([O-:54])([O-])(=[O:52])=S.[Na+].[Na+].S(=O)(O)[O-].[K+].C(=O)([O-])O.[Na+]. The product is [CH:12]([C:15]1[C:16]([O:46][CH2:47][O:48][CH3:49])=[CH:17][C:18]([O:42][CH2:43][O:44][CH3:45])=[C:19]([C:21]2[N:25]([C:26]3[CH:31]=[CH:30][C:29]([CH2:32][N:33]4[CH2:34][CH2:35][N:36]([CH3:39])[CH2:37][CH2:38]4)=[CH:28][CH:27]=3)[C:24]([S:50]([CH3:2])(=[O:54])=[O:52])=[N:23][N:22]=2)[CH:20]=1)([CH3:13])[CH3:14]. The catalyst is C(OCC)C.C(Cl)Cl. (3) The reactants are [N:1]1[CH:6]=[CH:5][C:4]([C:7]2[N:12]=[N:11][C:10]([NH2:13])=[CH:9][CH:8]=2)=[CH:3][CH:2]=1.Br[C:15]1[C:16](=[O:22])[NH:17][N:18]=[C:19]([Cl:21])[CH:20]=1.C(=O)([O-])[O-].[Cs+].[Cs+].CC1(C)C2C(=C(P(C3C=CC=CC=3)C3C=CC=CC=3)C=CC=2)OC2C(P(C3C=CC=CC=3)C3C=CC=CC=3)=CC=CC1=2. The catalyst is C1C=CC(/C=C/C(/C=C/C2C=CC=CC=2)=O)=CC=1.C1C=CC(/C=C/C(/C=C/C2C=CC=CC=2)=O)=CC=1.C1C=CC(/C=C/C(/C=C/C2C=CC=CC=2)=O)=CC=1.[Pd].[Pd].O1CCOCC1. The product is [Cl:21][C:19]1[CH:20]=[C:15]([NH:13][C:10]2[N:11]=[N:12][C:7]([C:4]3[CH:3]=[CH:2][N:1]=[CH:6][CH:5]=3)=[CH:8][CH:9]=2)[C:16](=[O:22])[NH:17][N:18]=1. The yield is 0.410. (4) The reactants are [Cl:1][C:2]1[CH:3]=[C:4]([CH:16]=[CH:17][CH:18]=1)/[CH:5]=[C:6]1\[C:7](=[O:15])[NH:8][C:9]2[C:14]\1=[CH:13][CH:12]=[CH:11][CH:10]=2.[F:19][C:20]1[CH:21]=[CH:22][C:23]([CH3:35])=[C:24]([CH:26]=[N:27][C:28]([O:30][Si](C)(C)C)=[CH2:29])[CH:25]=1. The catalyst is C1(C)C=CC=CC=1. The product is [Cl:1][C:2]1[CH:3]=[C:4]([CH:5]2[CH2:29][C:28](=[O:30])[NH:27][CH:26]([C:24]3[CH:25]=[C:20]([F:19])[CH:21]=[CH:22][C:23]=3[CH3:35])[C:6]32[C:14]2[C:9](=[CH:10][CH:11]=[CH:12][CH:13]=2)[NH:8][C:7]3=[O:15])[CH:16]=[CH:17][CH:18]=1. The yield is 0.150.